Dataset: Full USPTO retrosynthesis dataset with 1.9M reactions from patents (1976-2016). Task: Predict the reactants needed to synthesize the given product. (1) Given the product [Br:24][C:25]1[C:26]([CH3:34])=[C:27]([N:31]2[C:11](=[O:13])[CH:10]([Se:15][C:16]3[CH:21]=[CH:20][CH:19]=[CH:18][CH:17]=3)[CH2:9][N:8]([CH2:7][C:6]3[CH:5]=[CH:4][C:3]([O:2][CH3:1])=[CH:23][CH:22]=3)[C:32]2=[O:33])[CH:28]=[CH:29][CH:30]=1, predict the reactants needed to synthesize it. The reactants are: [CH3:1][O:2][C:3]1[CH:23]=[CH:22][C:6]([CH2:7][NH:8][CH2:9][CH:10]([Se:15][C:16]2[CH:21]=[CH:20][CH:19]=[CH:18][CH:17]=2)[C:11]([O:13]C)=O)=[CH:5][CH:4]=1.[Br:24][C:25]1[CH:30]=[CH:29][CH:28]=[C:27]([N:31]=[C:32]=[O:33])[C:26]=1[CH3:34].C([O-])([O-])=O.[K+].[K+]. (2) Given the product [F:1][C:2]1[CH:3]=[CH:4][C:5]([N+:9]([O-:11])=[O:10])=[C:6]([O:8][CH2:19][CH2:20][CH3:21])[CH:7]=1, predict the reactants needed to synthesize it. The reactants are: [F:1][C:2]1[CH:3]=[CH:4][C:5]([N+:9]([O-:11])=[O:10])=[C:6]([OH:8])[CH:7]=1.C([O-])([O-])=O.[K+].[K+].I[CH2:19][CH2:20][CH3:21]. (3) Given the product [CH2:25]([O:24][CH:19]1[CH:18]([NH:17][C:16]([CH:12]2[CH2:13][CH2:14][CH2:15][N:11]2[C:9](=[O:10])[CH:8]([NH:7][C:6](=[O:5])[C:55]2[CH:59]=[CH:60][C:52]([NH2:51])=[C:53]([Cl:61])[CH:54]=2)[CH3:33])=[O:32])[CH2:22][C:21](=[O:23])[O:20]1)[C:26]1[CH:27]=[CH:28][CH:29]=[CH:30][CH:31]=1, predict the reactants needed to synthesize it. The reactants are: C([O:5][C:6](=O)[NH:7][CH:8]([CH3:33])[C:9]([N:11]1[CH2:15][CH2:14][CH2:13][CH:12]1[C:16](=[O:32])[NH:17][CH:18]1[CH2:22][C:21](=[O:23])[O:20][CH:19]1[O:24][CH2:25][C:26]1[CH:31]=[CH:30][CH:29]=[CH:28][CH:27]=1)=[O:10])(C)(C)C.C(O)(C(F)(F)F)=O.CCN(C(C)C)C(C)C.[NH2:51][C:52]1[CH:60]=[CH:59][C:55](C(O)=O)=[CH:54][C:53]=1[Cl:61].C1C=CC2N(O)N=NC=2C=1.C(Cl)CCl. (4) Given the product [CH:29]1([CH2:28][CH2:27][O:18][C:14]2[CH:13]=[C:12]3[C:17]([C:9]([C:4]4[CH:3]=[C:2]([F:1])[CH:7]=[C:6]([F:8])[CH:5]=4)=[C:10]([C:20]4[CH:21]=[N:22][CH:23]=[CH:24][CH:25]=4)[C:11]3=[O:19])=[CH:16][CH:15]=2)[CH2:34][CH2:33][CH2:32][CH2:31][CH2:30]1, predict the reactants needed to synthesize it. The reactants are: [F:1][C:2]1[CH:3]=[C:4]([C:9]2[C:17]3[C:12](=[CH:13][C:14]([OH:18])=[CH:15][CH:16]=3)[C:11](=[O:19])[C:10]=2[C:20]2[CH:21]=[N:22][CH:23]=[CH:24][CH:25]=2)[CH:5]=[C:6]([F:8])[CH:7]=1.Br[C:27]1[C:28](=O)[C:29]2[C:34](C=1C1C=CC=CC=1)=[CH:33][CH:32]=[C:31](O)[CH:30]=2.C1(CCO)CCCCC1.C1C=CC(P(C2C=CC=CC=2)C2C=CC=CC=2)=CC=1.CC(OC(/N=N/C(OC(C)C)=O)=O)C.